The task is: Predict which catalyst facilitates the given reaction.. This data is from Catalyst prediction with 721,799 reactions and 888 catalyst types from USPTO. (1) Reactant: [C:1]([N:11](C(OCC1C=CC=CC=1)=O)[C@H:12]([C:18]([OH:20])=[O:19])[CH2:13][CH2:14][CH2:15][CH2:16][NH2:17])([O:3][CH2:4][C:5]1[CH:10]=[CH:9][CH:8]=[CH:7][CH:6]=1)=[O:2].CC(C)N=C=NC(C)C.CC[C@@]1(O)C(=O)OCC2C(N3C(=CC1=2)C1N=C2C(C=CC=C2)=CC=1C3)=O. Product: [NH:11]([C:1]([O:3][CH2:4][C:5]1[CH:6]=[CH:7][CH:8]=[CH:9][CH:10]=1)=[O:2])[C@H:12]([C:18]([OH:20])=[O:19])[CH2:13][CH2:14][CH2:15][CH2:16][NH2:17]. The catalyst class is: 64. (2) Reactant: Cl.[Br:2][C:3]1[CH:8]=[CH:7][C:6]([CH2:9]Cl)=[CH:5][N:4]=1.[C:11]([CH2:14][C:15](=[O:17])[CH3:16])(=[O:13])[CH3:12].[O-]CC.[Na+].[I-].[Na+]. Product: [Br:2][C:3]1[N:4]=[CH:5][C:6]([CH2:9][CH:14]([C:15](=[O:17])[CH3:16])[C:11](=[O:13])[CH3:12])=[CH:7][CH:8]=1. The catalyst class is: 8. (3) Reactant: [F:1][C:2]1[CH:7]=[C:6]([S:8]([CH3:11])(=[O:10])=[O:9])[CH:5]=[CH:4][C:3]=1[C:12]1[C:16]2[N:17]=[CH:18][N:19]=[C:20]([O:21][CH:22]3[CH2:27][CH2:26][NH:25][CH2:24][CH2:23]3)[C:15]=2[S:14][CH:13]=1.[C:28](Cl)(=[O:30])[CH3:29].C(N(C(C)C)CC)(C)C. Product: [F:1][C:2]1[CH:7]=[C:6]([S:8]([CH3:11])(=[O:9])=[O:10])[CH:5]=[CH:4][C:3]=1[C:12]1[C:16]2[N:17]=[CH:18][N:19]=[C:20]([O:21][CH:22]3[CH2:23][CH2:24][N:25]([C:28](=[O:30])[CH3:29])[CH2:26][CH2:27]3)[C:15]=2[S:14][CH:13]=1. The catalyst class is: 413. (4) Product: [N:7]1[C:6]2[C:9]3[CH:17]=[CH:16][CH:15]=[CH:14][C:10]=3[CH2:11][CH2:12][CH2:13][C:5]=2[CH:4]=[C:3]([N:1]2[C:18]([NH2:19])=[N:20][C:21]([NH:22][C:23]3[CH:24]=[CH:25][C:26]([O:29][CH2:30][CH2:31][N:32]4[CH2:33][CH2:34][CH2:35][CH2:36]4)=[CH:27][CH:28]=3)=[N:2]2)[N:8]=1. Reactant: [NH:1]([C:3]1[N:8]=[N:7][C:6]2[C:9]3[CH:17]=[CH:16][CH:15]=[CH:14][C:10]=3[CH2:11][CH2:12][CH2:13][C:5]=2[CH:4]=1)[NH2:2].[C:18](/[N:20]=[C:21](\OC1C=CC=CC=1)/[NH:22][C:23]1[CH:28]=[CH:27][C:26]([O:29][CH2:30][CH2:31][N:32]2[CH2:36][CH2:35][CH2:34][CH2:33]2)=[CH:25][CH:24]=1)#[N:19]. The catalyst class is: 32. (5) Reactant: [N:1]1([C:12]([O:14][C:15]([CH3:18])([CH3:17])[CH3:16])=[O:13])[CH2:6][CH2:5][CH:4]([C:7]([O:9][CH2:10][CH3:11])=[O:8])[CH2:3][CH2:2]1.[Li+].[CH3:20][CH:21]([N-]C(C)C)[CH3:22].C(Br)C=C.CCCCCC. Product: [CH2:22]([C:4]1([C:7]([O:9][CH2:10][CH3:11])=[O:8])[CH2:3][CH2:2][N:1]([C:12]([O:14][C:15]([CH3:17])([CH3:16])[CH3:18])=[O:13])[CH2:6][CH2:5]1)[CH:21]=[CH2:20]. The catalyst class is: 1.